Task: Predict the product of the given reaction.. Dataset: Forward reaction prediction with 1.9M reactions from USPTO patents (1976-2016) (1) Given the reactants [N+:1]([C:4]1[C:5]([C:15]([O:17]C)=[O:16])=[N:6][N:7]([C:9]2[CH:14]=[CH:13][CH:12]=[CH:11][CH:10]=2)[CH:8]=1)([O-:3])=[O:2].[OH-].[K+], predict the reaction product. The product is: [N+:1]([C:4]1[C:5]([C:15]([OH:17])=[O:16])=[N:6][N:7]([C:9]2[CH:14]=[CH:13][CH:12]=[CH:11][CH:10]=2)[CH:8]=1)([O-:3])=[O:2]. (2) Given the reactants I[C:2]1[CH:7]=[CH:6][CH:5]=[CH:4][N:3]=1.C(NC(C)C)(C)C.[CH:15]#[C:16][CH2:17][CH2:18][CH3:19], predict the reaction product. The product is: [C:15]([C:2]1[CH:7]=[CH:6][CH:5]=[CH:4][N:3]=1)#[C:16][CH2:17][CH2:18][CH3:19]. (3) Given the reactants C(O[BH-](OC(=O)C)OC(=O)C)(=O)C.[Na+].[Br:15][C:16]1[CH:25]=[CH:24][CH:23]=[C:22]2[C:17]=1[CH2:18][CH2:19][NH:20][CH2:21]2.[F:26][C:27]([F:37])([F:36])[C:28]1[CH:29]=[C:30]([CH:33]=[CH:34][CH:35]=1)[CH:31]=O.[OH-].[Na+], predict the reaction product. The product is: [Br:15][C:16]1[CH:25]=[CH:24][CH:23]=[C:22]2[C:17]=1[CH2:18][CH2:19][N:20]([CH2:31][C:30]1[CH:33]=[CH:34][CH:35]=[C:28]([C:27]([F:26])([F:36])[F:37])[CH:29]=1)[CH2:21]2. (4) Given the reactants FC(F)(F)C(O)=O.C(O[C:13](=O)[N:14]([CH2:16][C:17]1[CH:18]=[N:19][C:20]([F:48])=[CH:21][C:22]=1[C:23]1[C:28]2[S:29][C:30]([C:32]3[C:37]([F:38])=[CH:36][N:35]=[C:34]([NH:39][CH2:40][CH2:41][N:42]4[CH:46]=[CH:45][NH:44][C:43]4=[O:47])[N:33]=3)=[CH:31][C:27]=2[CH:26]=[CH:25][CH:24]=1)C)(C)(C)C, predict the reaction product. The product is: [F:38][C:37]1[C:32]([C:30]2[S:29][C:28]3[C:23]([C:22]4[C:17]([CH2:16][NH:14][CH3:13])=[CH:18][N:19]=[C:20]([F:48])[CH:21]=4)=[CH:24][CH:25]=[CH:26][C:27]=3[CH:31]=2)=[N:33][C:34]([NH:39][CH2:40][CH2:41][N:42]2[CH:46]=[CH:45][NH:44][C:43]2=[O:47])=[N:35][CH:36]=1. (5) Given the reactants [F:1][C:2]1[CH:7]=[CH:6][C:5]([N:8]2[C:12]([C:13]([F:16])([F:15])[F:14])=[C:11]([C:17](O)=[O:18])[CH:10]=[N:9]2)=[CH:4][CH:3]=1.Cl.[CH3:21][O:22][C:23](=[O:43])[C@@H:24]([NH2:42])[CH2:25][C:26]1[CH:31]=[CH:30][C:29]([C:32]2[CH:37]=[CH:36][C:35]([C:38]([F:41])([F:40])[F:39])=[CH:34][CH:33]=2)=[CH:28][CH:27]=1.CN(C(ON1N=NC2C=CC=CC1=2)=[N+](C)C)C.F[P-](F)(F)(F)(F)F.CCN(C(C)C)C(C)C, predict the reaction product. The product is: [CH3:21][O:22][C:23](=[O:43])[CH:24]([NH:42][C:17]([C:11]1[CH:10]=[N:9][N:8]([C:5]2[CH:6]=[CH:7][C:2]([F:1])=[CH:3][CH:4]=2)[C:12]=1[C:13]([F:16])([F:14])[F:15])=[O:18])[CH2:25][C:26]1[CH:31]=[CH:30][C:29]([C:32]2[CH:37]=[CH:36][C:35]([C:38]([F:40])([F:39])[F:41])=[CH:34][CH:33]=2)=[CH:28][CH:27]=1.